From a dataset of NCI-60 drug combinations with 297,098 pairs across 59 cell lines. Regression. Given two drug SMILES strings and cell line genomic features, predict the synergy score measuring deviation from expected non-interaction effect. (1) Drug 2: C1C(C(OC1N2C=NC(=NC2=O)N)CO)O. Synergy scores: CSS=7.99, Synergy_ZIP=-4.41, Synergy_Bliss=-3.85, Synergy_Loewe=-2.81, Synergy_HSA=-2.39. Cell line: EKVX. Drug 1: CC1=C(C(CCC1)(C)C)C=CC(=CC=CC(=CC(=O)O)C)C. (2) Drug 1: C1=CC=C(C=C1)NC(=O)CCCCCCC(=O)NO. Drug 2: C(CCl)NC(=O)N(CCCl)N=O. Cell line: OVCAR-8. Synergy scores: CSS=19.5, Synergy_ZIP=0.114, Synergy_Bliss=3.04, Synergy_Loewe=-16.5, Synergy_HSA=1.47. (3) Drug 1: CS(=O)(=O)C1=CC(=C(C=C1)C(=O)NC2=CC(=C(C=C2)Cl)C3=CC=CC=N3)Cl. Drug 2: CS(=O)(=O)OCCCCOS(=O)(=O)C. Cell line: T-47D. Synergy scores: CSS=-1.98, Synergy_ZIP=-2.18, Synergy_Bliss=-0.436, Synergy_Loewe=-11.8, Synergy_HSA=-2.67. (4) Drug 1: CC1=C2C(C(=O)C3(C(CC4C(C3C(C(C2(C)C)(CC1OC(=O)C(C(C5=CC=CC=C5)NC(=O)OC(C)(C)C)O)O)OC(=O)C6=CC=CC=C6)(CO4)OC(=O)C)OC)C)OC. Drug 2: C1=CC(=CC=C1C#N)C(C2=CC=C(C=C2)C#N)N3C=NC=N3. Cell line: T-47D. Synergy scores: CSS=32.7, Synergy_ZIP=4.68, Synergy_Bliss=4.77, Synergy_Loewe=-15.4, Synergy_HSA=4.89. (5) Drug 1: CC1=C(C=C(C=C1)C(=O)NC2=CC(=CC(=C2)C(F)(F)F)N3C=C(N=C3)C)NC4=NC=CC(=N4)C5=CN=CC=C5. Drug 2: C1=CC=C(C=C1)NC(=O)CCCCCCC(=O)NO. Cell line: RPMI-8226. Synergy scores: CSS=36.3, Synergy_ZIP=-2.00, Synergy_Bliss=-1.69, Synergy_Loewe=-2.48, Synergy_HSA=1.05.